From a dataset of Forward reaction prediction with 1.9M reactions from USPTO patents (1976-2016). Predict the product of the given reaction. (1) Given the reactants [Br:1][C:2]1[C:10]([F:11])=[CH:9][C:5]([C:6](O)=[O:7])=[C:4]([F:12])[CH:3]=1.[CH3:13][S:14]([NH2:17])(=[O:16])=[O:15], predict the reaction product. The product is: [Br:1][C:2]1[C:10]([F:11])=[CH:9][C:5]([C:6]([NH:17][S:14]([CH3:13])(=[O:16])=[O:15])=[O:7])=[C:4]([F:12])[CH:3]=1. (2) Given the reactants [CH3:1][C:2]1[CH:7]=[CH:6][C:5]([CH3:8])=[CH:4][C:3]=1[N:9]1[CH2:14][CH2:13][N:12]([C:15]([CH:17]2[N:21]([C:22]3[CH:27]=[CH:26][CH:25]=[CH:24][CH:23]=3)[C:20](=[O:28])[NH:19][CH2:18]2)=[O:16])[CH2:11][CH2:10]1.[H-].[Na+].[F:31][C:32]1[CH:37]=[CH:36][C:35]([F:38])=[CH:34][C:33]=1[S:39](Cl)(=[O:41])=[O:40], predict the reaction product. The product is: [F:31][C:32]1[CH:37]=[CH:36][C:35]([F:38])=[CH:34][C:33]=1[S:39]([N:19]1[CH2:18][CH:17]([C:15]([N:12]2[CH2:13][CH2:14][N:9]([C:3]3[CH:4]=[C:5]([CH3:8])[CH:6]=[CH:7][C:2]=3[CH3:1])[CH2:10][CH2:11]2)=[O:16])[N:21]([C:22]2[CH:23]=[CH:24][CH:25]=[CH:26][CH:27]=2)[C:20]1=[O:28])(=[O:41])=[O:40]. (3) Given the reactants [CH:1]1([CH2:4][O:5][NH:6][C:7]([C:9]2[C:17]([NH:18][C:19]3[CH:24]=[CH:23][C:22](I)=[CH:21][C:20]=3[CH3:26])=[C:16]([F:27])[C:12]3[N:13]=[CH:14][NH:15][C:11]=3[CH:10]=2)=[O:8])[CH2:3][CH2:2]1.[C:28]([Si:30]([CH3:33])([CH3:32])[CH3:31])#[CH:29], predict the reaction product. The product is: [CH:1]1([CH2:4][O:5][NH:6][C:7]([C:9]2[C:17]([NH:18][C:19]3[CH:24]=[CH:23][C:22]([C:29]#[C:28][Si:30]([CH3:33])([CH3:32])[CH3:31])=[CH:21][C:20]=3[CH3:26])=[C:16]([F:27])[C:12]3[N:13]=[CH:14][NH:15][C:11]=3[CH:10]=2)=[O:8])[CH2:3][CH2:2]1. (4) Given the reactants [N:1]1([C:7]([N:9]2[CH2:14][CH:13]([C:15]3[CH:20]=[CH:19][C:18]([O:21][C:22]([F:25])([F:24])[F:23])=[CH:17][CH:16]=3)[CH2:12][CH:11]([C:26]([OH:28])=O)[CH2:10]2)=[O:8])[CH2:6][CH2:5][O:4][CH2:3][CH2:2]1.[F:29][C:30]1[CH:31]=[C:32]([C:36](=[N:38]O)[NH2:37])[CH:33]=[CH:34][CH:35]=1, predict the reaction product. The product is: [F:29][C:30]1[CH:31]=[C:32]([C:36]2[N:38]=[C:26]([CH:11]3[CH2:12][CH:13]([C:15]4[CH:20]=[CH:19][C:18]([O:21][C:22]([F:24])([F:25])[F:23])=[CH:17][CH:16]=4)[CH2:14][N:9]([C:7]([N:1]4[CH2:2][CH2:3][O:4][CH2:5][CH2:6]4)=[O:8])[CH2:10]3)[O:28][N:37]=2)[CH:33]=[CH:34][CH:35]=1. (5) Given the reactants [CH3:1][N:2]([CH2:10][CH2:11][CH2:12][N:13]1[CH2:18][CH2:17][S:16][C:15]2[CH:19]=[C:20]([N+:23]([O-])=O)[CH:21]=[CH:22][C:14]1=2)[C:3](=[O:9])[O:4][C:5]([CH3:8])([CH3:7])[CH3:6].O.NN, predict the reaction product. The product is: [NH2:23][C:20]1[CH:21]=[CH:22][C:14]2[N:13]([CH2:12][CH2:11][CH2:10][N:2]([CH3:1])[C:3](=[O:9])[O:4][C:5]([CH3:6])([CH3:7])[CH3:8])[CH2:18][CH2:17][S:16][C:15]=2[CH:19]=1. (6) The product is: [CH3:28][NH:27][CH:24]1[CH2:25][CH2:26][N:21]([C:18]2[CH:19]=[CH:20][CH:15]=[CH:16][CH:17]=2)[CH2:22][CH2:23]1. Given the reactants ClC(OC(=O)OC(Cl)(Cl)Cl)(Cl)Cl.CO[C:15]1[CH:20]=[CH:19][C:18]([N:21]2[CH2:26][CH2:25][CH:24]([NH:27][CH3:28])[CH2:23][CH2:22]2)=[CH:17][CH:16]=1.C(=O)([O-])[O-].[Na+].[Na+], predict the reaction product.